Dataset: Forward reaction prediction with 1.9M reactions from USPTO patents (1976-2016). Task: Predict the product of the given reaction. Given the reactants [N+:1]([C:4]1[CH:5]=[CH:6][C:7]([CH2:10][CH2:11][CH2:12][CH2:13][C:14]([CH3:21])([CH3:20])[C:15](OCC)=[O:16])=[N:8][CH:9]=1)([O-:3])=[O:2].[N+:22](C1C=CC(CCCCC(C)(C)C(O)=O)=NC=1)([O-])=O.C(N1C=CN=C1)(N1C=CN=C1)=O.N.[Cl-].[Na+], predict the reaction product. The product is: [N+:1]([C:4]1[CH:5]=[CH:6][C:7]([CH2:10][CH2:11][CH2:12][CH2:13][C:14]([CH3:21])([CH3:20])[C:15]([NH2:22])=[O:16])=[N:8][CH:9]=1)([O-:3])=[O:2].